From a dataset of Reaction yield outcomes from USPTO patents with 853,638 reactions. Predict the reaction yield, written as a fraction of the theoretical maximum amount of product (1.0 means a 100% yield; for example, 0.34 means a 34% yield). (1) The reactants are C[N:2]([CH3:21])[CH:3]=[C:4]([C:10](=O)[C:11]1[CH:16]=[CH:15][C:14]([N+:17]([O-:19])=[O:18])=[CH:13][CH:12]=1)[C:5]([O:7][CH2:8][CH3:9])=[O:6].NC(C(N)=O)[C:24]([NH2:26])=[O:25]. The catalyst is CC(O)=O. The product is [NH2:26][C:24]([C:21]1[NH:2][CH:3]=[C:4]([C:5]([O:7][CH2:8][CH3:9])=[O:6])[C:10]=1[C:11]1[CH:12]=[CH:13][C:14]([N+:17]([O-:19])=[O:18])=[CH:15][CH:16]=1)=[O:25]. The yield is 0.837. (2) The reactants are [CH:1]1([O:4][C:5]2[CH:6]=[C:7]([C@:12]([C:21]3[CH:26]=[C:25]([O:27][C:28]([F:33])([F:32])[CH:29]([F:31])[F:30])[CH:24]=[C:23]([F:34])[CH:22]=3)([NH2:20])[CH2:13][C:14]3[CH:19]=[CH:18][CH:17]=[CH:16][CH:15]=3)[CH:8]=[CH:9][C:10]=2[F:11])[CH2:3][CH2:2]1.[CH3:35][C:36]1[O:37][C:38]([C:44]([F:47])([F:46])[F:45])=[C:39]([C:41](O)=[O:42])[N:40]=1.C1CN([P+](Br)(N2CCCC2)N2CCCC2)CC1.F[P-](F)(F)(F)(F)F.CCN(C(C)C)C(C)C. The catalyst is C(Cl)Cl. The product is [CH:1]1([O:4][C:5]2[CH:6]=[C:7]([C@@:12]([NH:20][C:41]([C:39]3[N:40]=[C:36]([CH3:35])[O:37][C:38]=3[C:44]([F:47])([F:45])[F:46])=[O:42])([C:21]3[CH:26]=[C:25]([O:27][C:28]([F:33])([F:32])[CH:29]([F:31])[F:30])[CH:24]=[C:23]([F:34])[CH:22]=3)[CH2:13][C:14]3[CH:19]=[CH:18][CH:17]=[CH:16][CH:15]=3)[CH:8]=[CH:9][C:10]=2[F:11])[CH2:2][CH2:3]1. The yield is 0.700. (3) The reactants are [OH-].[Na+].C[O:4][C:5](=[O:23])[C:6]1[CH:11]=[C:10]([C:12](=[O:14])[CH3:13])[CH:9]=[CH:8][C:7]=1[O:15][CH2:16][C:17]1[CH:22]=[CH:21][CH:20]=[CH:19][CH:18]=1.Cl. The catalyst is CO.O1CCCC1. The product is [C:12]([C:10]1[CH:9]=[CH:8][C:7]([O:15][CH2:16][C:17]2[CH:22]=[CH:21][CH:20]=[CH:19][CH:18]=2)=[C:6]([CH:11]=1)[C:5]([OH:23])=[O:4])(=[O:14])[CH3:13]. The yield is 0.910. (4) The reactants are [NH2:1][C:2]1[N:7]=[C:6]([C:8]2[NH:12][C:11](Br)=[C:10]([C:14]([O:16][CH2:17][CH3:18])=[O:15])[CH:9]=2)[CH:5]=[CH:4][N:3]=1.[Li+].[Cl-].C([O-])([O-])=O.[Na+].[Na+].[Cl:27][C:28]1[CH:29]=[CH:30][C:31]([CH3:37])=[C:32](B(O)O)[CH:33]=1. The catalyst is CCO.C1(C)C=CC=CC=1.Cl[Pd](Cl)([P](C1C=CC=CC=1)(C1C=CC=CC=1)C1C=CC=CC=1)[P](C1C=CC=CC=1)(C1C=CC=CC=1)C1C=CC=CC=1. The product is [NH2:1][C:2]1[N:7]=[C:6]([C:8]2[NH:12][C:11]([C:30]3[CH:29]=[C:28]([Cl:27])[CH:33]=[CH:32][C:31]=3[CH3:37])=[C:10]([C:14]([O:16][CH2:17][CH3:18])=[O:15])[CH:9]=2)[CH:5]=[CH:4][N:3]=1. The yield is 0.870. (5) The reactants are [Cl:1][C:2]1[CH:10]=[C:9]2[C:5]([C:6]([C:15](=[O:20])C(F)(F)F)=[CH:7][N:8]2[CH2:11][CH:12]([CH3:14])[CH3:13])=[CH:4][CH:3]=1.[OH-:21].[Na+]. The catalyst is O. The product is [Cl:1][C:2]1[CH:10]=[C:9]2[C:5]([C:6]([C:15]([OH:20])=[O:21])=[CH:7][N:8]2[CH2:11][CH:12]([CH3:13])[CH3:14])=[CH:4][CH:3]=1. The yield is 0.790. (6) The reactants are [C:1]([NH:7][C:8]1[CH:9]=[C:10]([CH:16]=[CH:17][CH:18]=1)[C:11]([O:13][CH2:14][CH3:15])=[O:12])(=[O:6])[CH2:2][CH2:3][CH2:4][CH3:5].CC(C)([O-])C.[K+].[C:25]1([C:31]([C:57]2[CH:62]=[CH:61][CH:60]=[CH:59][CH:58]=2)([C:51]2[CH:56]=[CH:55][CH:54]=[CH:53][CH:52]=2)[N:32]2[N:36]=[C:35]([C:37]3[CH:42]=[CH:41][CH:40]=[CH:39][C:38]=3[C:43]3[CH:48]=[CH:47][C:46]([CH2:49]Br)=[CH:45][CH:44]=3)[N:34]=[N:33]2)[CH:30]=[CH:29][CH:28]=[CH:27][CH:26]=1.C(OCC)(=O)C.O. The catalyst is CN(C)C(=O)C. The product is [C:57]1([C:31]([C:25]2[CH:30]=[CH:29][CH:28]=[CH:27][CH:26]=2)([C:51]2[CH:52]=[CH:53][CH:54]=[CH:55][CH:56]=2)[N:32]2[N:36]=[C:35]([C:37]3[CH:42]=[CH:41][CH:40]=[CH:39][C:38]=3[C:43]3[CH:48]=[CH:47][C:46]([CH2:49][N:7]([C:8]4[CH:9]=[C:10]([CH:16]=[CH:17][CH:18]=4)[C:11]([O:13][CH2:14][CH3:15])=[O:12])[C:1](=[O:6])[CH2:2][CH2:3][CH2:4][CH3:5])=[CH:45][CH:44]=3)[N:34]=[N:33]2)[CH:62]=[CH:61][CH:60]=[CH:59][CH:58]=1. The yield is 0.936. (7) The reactants are [NH2:1][C@@H:2]1[C@@H:7]([O:8][CH2:9][C:10]2[CH:15]=[CH:14][CH:13]=[CH:12][CH:11]=2)[C@H:6]([O:16][CH2:17][C:18]2[CH:23]=[CH:22][CH:21]=[CH:20][CH:19]=2)[C@@H:5]([CH2:24][O:25][CH2:26][C:27]2[CH:32]=[CH:31][CH:30]=[CH:29][CH:28]=2)[CH2:4][C@H:3]1[OH:33].N[C@H]1[C@H](OCC2C=CC=CC=2)[C@@H](OCC2C=CC=CC=2)[C@H](COCC2C=CC=CC=2)C[C@H]1O. No catalyst specified. The product is [NH2:1][C@H:2]1[C@H:7]([O:8][CH2:9][C:10]2[CH:11]=[CH:12][CH:13]=[CH:14][CH:15]=2)[C@@H:6]([O:16][CH2:17][C:18]2[CH:19]=[CH:20][CH:21]=[CH:22][CH:23]=2)[C@H:5]([CH2:24][O:25][CH2:26][C:27]2[CH:32]=[CH:31][CH:30]=[CH:29][CH:28]=2)[CH2:4][C@@H:3]1[OH:33]. The yield is 0.580. (8) The reactants are [CH3:1][C:2]1[C:11]2[C:6](=[CH:7][CH:8]=[CH:9][CH:10]=2)[C:5]([C:12]#[N:13])=[CH:4][CH:3]=1.[Br:14]N1C(=O)CCC1=O. The catalyst is ClC(Cl)(Cl)Cl. The product is [Br:14][CH2:1][C:2]1[C:11]2[C:6](=[CH:7][CH:8]=[CH:9][CH:10]=2)[C:5]([C:12]#[N:13])=[CH:4][CH:3]=1. The yield is 0.747. (9) The reactants are [NH2:1][C:2]1[N:7]=[C:6]([C:8]2[O:9][CH:10]=[CH:11][CH:12]=2)[C:5]([C:13]#[N:14])=[C:4](SC)[N:3]=1.[OH-:17].[Na+]. The catalyst is O1CCOCC1. The product is [NH2:1][C:2]1[NH:3][C:4](=[O:17])[C:5]([C:13]#[N:14])=[C:6]([C:8]2[O:9][CH:10]=[CH:11][CH:12]=2)[N:7]=1. The yield is 0.900. (10) The reactants are Cl[C:2]1[N:7]=[C:6]([C:8]2[CH:9]=[N:10][N:11]([CH:13]([CH:17]3[CH2:19][CH2:18]3)[CH2:14][C:15]#[N:16])[CH:12]=2)[C:5]([O:20][CH3:21])=[CH:4][N:3]=1.[NH2:22][C:23]1[CH:24]=[C:25]([CH:29]=[CH:30][CH:31]=1)[C:26]([OH:28])=[O:27].C1(C)C=CC(S(O)(=O)=O)=CC=1.O1CCOCC1. No catalyst specified. The product is [C:15]([CH2:14][CH:13]([N:11]1[CH:12]=[C:8]([C:6]2[C:5]([O:20][CH3:21])=[CH:4][N:3]=[C:2]([NH:22][C:23]3[CH:24]=[C:25]([CH:29]=[CH:30][CH:31]=3)[C:26]([OH:28])=[O:27])[N:7]=2)[CH:9]=[N:10]1)[CH:17]1[CH2:19][CH2:18]1)#[N:16]. The yield is 0.991.